Dataset: Catalyst prediction with 721,799 reactions and 888 catalyst types from USPTO. Task: Predict which catalyst facilitates the given reaction. (1) Reactant: [NH2:1][C:2]1[CH:7]=[CH:6][C:5]([CH:8]2[C:17]([CH3:19])([CH3:18])[CH2:16][C:15]3[C:10](=[CH:11][CH:12]=[C:13]([C:20]([O:22][CH3:23])=[O:21])[CH:14]=3)[NH:9]2)=[CH:4][CH:3]=1.C(N(CC)C(C)C)(C)C.[C:33](Cl)(=[O:40])[C:34]1[CH:39]=[CH:38][CH:37]=[CH:36][CH:35]=1. Product: [C:33]([NH:1][C:2]1[CH:3]=[CH:4][C:5]([CH:8]2[C:17]([CH3:18])([CH3:19])[CH2:16][C:15]3[C:10](=[CH:11][CH:12]=[C:13]([C:20]([O:22][CH3:23])=[O:21])[CH:14]=3)[NH:9]2)=[CH:6][CH:7]=1)(=[O:40])[C:34]1[CH:39]=[CH:38][CH:37]=[CH:36][CH:35]=1. The catalyst class is: 4. (2) Reactant: [NH2:1][C:2]1[C:7]([N+:8]([O-:10])=[O:9])=[CH:6][N:5]=[C:4](Cl)[CH:3]=1.Cl.[CH3:13][NH:14][CH3:15].C(N(CC)CC)C. Product: [CH3:13][N:14]([CH3:15])[C:4]1[CH:3]=[C:2]([NH2:1])[C:7]([N+:8]([O-:10])=[O:9])=[CH:6][N:5]=1. The catalyst class is: 8.